From a dataset of Catalyst prediction with 721,799 reactions and 888 catalyst types from USPTO. Predict which catalyst facilitates the given reaction. (1) Reactant: [Cl:1][C:2]1[CH:9]=[CH:8][C:5]([CH:6]=O)=[CH:4][CH:3]=1.[NH2:10][NH:11][C:12]([NH2:14])=[S:13]. Product: [Cl:1][C:2]1[CH:9]=[CH:8][C:5]([CH:6]=[N:10][NH:11][C:12]([NH2:14])=[S:13])=[CH:4][CH:3]=1. The catalyst class is: 8. (2) Reactant: [Cl:1][C:2]1[CH:3]=[C:4]([C:21]2[C:22]([C:27](O)=[O:28])=[CH:23][CH:24]=[CH:25][CH:26]=2)[CH:5]=[CH:6][C:7]=1[CH2:8][CH:9]1[CH2:13][CH2:12][N:11]([CH:14]2[CH2:19][CH2:18][CH2:17][CH2:16][CH2:15]2)[C:10]1=[O:20].CCN=C=NCCCN(C)C.Cl.C1C=CC2N(O)N=NC=2C=1.C(N(CC)CC)C.[CH3:59][N:60]1[CH2:65][CH2:64][NH:63][CH2:62][CH2:61]1. Product: [ClH:1].[Cl:1][C:2]1[CH:3]=[C:4]([C:21]2[CH:26]=[CH:25][CH:24]=[CH:23][C:22]=2[C:27]([N:63]2[CH2:64][CH2:65][N:60]([CH3:59])[CH2:61][CH2:62]2)=[O:28])[CH:5]=[CH:6][C:7]=1[CH2:8][CH:9]1[CH2:13][CH2:12][N:11]([CH:14]2[CH2:15][CH2:16][CH2:17][CH2:18][CH2:19]2)[C:10]1=[O:20]. The catalyst class is: 18. (3) Reactant: [CH2:1]([N:8]1[C:12](=[O:13])[C:11](=[C:14]2[N:18]([CH3:19])[C:17]3[CH:20]=[C:21]([OH:24])[CH:22]=[CH:23][C:16]=3[S:15]2)[S:10][C:9]1=[N:25][C:26]1[CH:27]=[C:28]([CH:31]=[CH:32][C:33]=1[NH:34][CH2:35][CH3:36])[C:29]#[N:30])[C:2]1[CH:7]=[CH:6][CH:5]=[CH:4][CH:3]=1.[CH3:37][N:38]([CH3:42])[C:39](Cl)=[O:40]. Product: [CH2:1]([N:8]1[C:12](=[O:13])[C:11](=[C:14]2[N:18]([CH3:19])[C:17]3[CH:20]=[C:21]([O:24][C:39](=[O:40])[N:38]([CH3:42])[CH3:37])[CH:22]=[CH:23][C:16]=3[S:15]2)[S:10][C:9]1=[N:25][C:26]1[CH:27]=[C:28]([C:29]#[N:30])[CH:31]=[CH:32][C:33]=1[NH:34][CH2:35][CH3:36])[C:2]1[CH:7]=[CH:6][CH:5]=[CH:4][CH:3]=1. The catalyst class is: 22. (4) Reactant: [F:1][C:2]1[CH:7]=[C:6]([S:8][CH2:9][CH2:10][OH:11])[CH:5]=[CH:4][C:3]=1[OH:12].N1C=CN=C1.[Si:18](Cl)([C:21]([CH3:24])([CH3:23])[CH3:22])([CH3:20])[CH3:19]. The catalyst class is: 9. Product: [Si:18]([O:11][CH2:10][CH2:9][S:8][C:6]1[CH:5]=[CH:4][C:3]([OH:12])=[C:2]([F:1])[CH:7]=1)([C:21]([CH3:24])([CH3:23])[CH3:22])([CH3:20])[CH3:19]. (5) Reactant: [O:1]([C:8]1[CH:21]=[CH:20][CH:19]=[CH:18][C:9]=1/[CH:10]=[C:11]1/[C:12](=[O:17])[NH:13][C:14](=[O:16])[S:15]/1)[C:2]1[CH:7]=[CH:6][CH:5]=[CH:4][CH:3]=1.[BH4-].[Li+].Cl. Product: [O:1]([C:8]1[CH:21]=[CH:20][CH:19]=[CH:18][C:9]=1[CH2:10][CH:11]1[S:15][C:14](=[O:16])[NH:13][C:12]1=[O:17])[C:2]1[CH:3]=[CH:4][CH:5]=[CH:6][CH:7]=1. The catalyst class is: 860. (6) The catalyst class is: 372. Reactant: N[C:2]1[C:3]2[C:27]3([CH2:31][CH2:30]OC3)[C:26](=[O:32])[NH:25][C:4]=2[N:5]=[C:6]([C:8]2[C:16]3[C:11](=[N:12][CH:13]=[CH:14][CH:15]=3)[N:10]([CH2:17][C:18]3[CH:23]=[CH:22][CH:21]=[CH:20][C:19]=3[F:24])[N:9]=2)[N:7]=1.N1CCCC[CH2:34]1. Product: [F:24][C:19]1[CH:20]=[CH:21][CH:22]=[CH:23][C:18]=1[CH2:17][N:10]1[C:11]2=[N:12][CH:13]=[CH:14][CH:15]=[C:16]2[C:8]([C:6]2[N:7]=[CH:2][C:3]3[C:27](=[C:31]([CH3:34])[CH3:30])[C:26](=[O:32])[NH:25][C:4]=3[N:5]=2)=[N:9]1. (7) Reactant: [C:1]([CH2:4][NH:5][C:6](=O)[C:7]1[CH:12]=[CH:11][N:10]=[CH:9][CH:8]=1)(=O)[NH2:2].P12(SP3(SP(SP(S3)(S1)=S)(=S)S2)=S)=[S:15].C([O-])(O)=O.[Na+]. Product: [N:10]1[CH:11]=[CH:12][C:7]([C:6]2[S:15][C:1]([NH2:2])=[CH:4][N:5]=2)=[CH:8][CH:9]=1. The catalyst class is: 17. (8) Reactant: [CH3:1][O:2][CH2:3][C:4]([OH:6])=O.ON1C2C=CC=CC=2N=N1.CN1CCOCC1.N=C=N.[NH2:27][CH2:28][C:29]1[CH:30]=[C:31]([CH:52]=[CH:53][CH:54]=1)[CH2:32][N:33]1[C:38]([CH3:39])=[CH:37][C:36]([O:40][CH2:41][C:42]2[CH:47]=[CH:46][C:45]([F:48])=[CH:44][C:43]=2[F:49])=[C:35]([Br:50])[C:34]1=[O:51].CN=C=O. Product: [Br:50][C:35]1[C:34](=[O:51])[N:33]([CH2:32][C:31]2[CH:30]=[C:29]([CH:54]=[CH:53][CH:52]=2)[CH2:28][NH:27][C:4](=[O:6])[CH2:3][O:2][CH3:1])[C:38]([CH3:39])=[CH:37][C:36]=1[O:40][CH2:41][C:42]1[CH:47]=[CH:46][C:45]([F:48])=[CH:44][C:43]=1[F:49]. The catalyst class is: 348.